This data is from Catalyst prediction with 721,799 reactions and 888 catalyst types from USPTO. The task is: Predict which catalyst facilitates the given reaction. (1) Reactant: [CH2:1]([O:3][CH:4]([O:41][CH2:42][CH3:43])[CH2:5][N:6]([CH2:32][CH2:33][CH2:34][C:35]1[CH:40]=[CH:39][CH:38]=[CH:37][CH:36]=1)[C:7](=[O:31])[C@@H:8]([NH:20]C(=O)OCC1C=CC=CC=1)[CH2:9][C:10]1[C:19]2[C:14](=[CH:15][CH:16]=[CH:17][CH:18]=2)[CH:13]=[CH:12][CH:11]=1)[CH3:2]. Product: [NH2:20][C@@H:8]([CH2:9][C:10]1[C:19]2[C:14](=[CH:15][CH:16]=[CH:17][CH:18]=2)[CH:13]=[CH:12][CH:11]=1)[C:7]([N:6]([CH2:5][CH:4]([O:41][CH2:42][CH3:43])[O:3][CH2:1][CH3:2])[CH2:32][CH2:33][CH2:34][C:35]1[CH:40]=[CH:39][CH:38]=[CH:37][CH:36]=1)=[O:31]. The catalyst class is: 19. (2) The catalyst class is: 9. Reactant: Cl.Cl.[OH:3][C@@H:4]1[CH2:11][N:10]([CH2:12][CH2:13][CH2:14][N:15]2[C:21](=[O:22])[CH2:20][CH2:19][NH:18][C@H:17]([CH3:23])[CH2:16]2)[CH2:9][CH2:8][C:5]21[CH2:7][CH2:6]2.[Cl:24][C:25]1[CH:26]=[C:27]([N:32]=[C:33]=[O:34])[CH:28]=[CH:29][C:30]=1[Cl:31].CN1CCOCC1.C(=O)([O-])O.[Na+]. Product: [Cl:24][C:25]1[CH:26]=[C:27]([NH:32][C:33]([N:18]2[CH2:19][CH2:20][C:21](=[O:22])[N:15]([CH2:14][CH2:13][CH2:12][N:10]3[CH2:9][CH2:8][C:5]4([CH2:6][CH2:7]4)[C@H:4]([OH:3])[CH2:11]3)[CH2:16][C@H:17]2[CH3:23])=[O:34])[CH:28]=[CH:29][C:30]=1[Cl:31]. (3) Reactant: [Br:1][CH2:2][C:3](Br)=[O:4].[OH:6][C:7]1[C:20]2[C:19](=[O:21])[C:18]3[C:13](=[CH:14][CH:15]=[CH:16][C:17]=3[OH:22])[C:12](=[O:23])[C:11]=2[CH:10]=[C:9]([NH2:24])[CH:8]=1.C(Cl)Cl.CO. Product: [OH:6][C:7]1[C:20]2[C:19](=[O:21])[C:18]3[C:13](=[CH:14][CH:15]=[CH:16][C:17]=3[OH:22])[C:12](=[O:23])[C:11]=2[CH:10]=[C:9]([NH:24][C:3](=[O:4])[CH2:2][Br:1])[CH:8]=1. The catalyst class is: 38.